From a dataset of Drug-target binding data from BindingDB using IC50 measurements. Regression. Given a target protein amino acid sequence and a drug SMILES string, predict the binding affinity score between them. We predict pIC50 (pIC50 = -log10(IC50 in M); higher means more potent). Dataset: bindingdb_ic50. (1) The compound is CC1(C)C(=O)NN=C1c1ccc(NC2=C(Cc3ccc(F)cc3)C(=O)CCC2)cc1F. The target protein sequence is QAIHKPRVNPVTSLSENYTCSDSEESSEKDKLAIPKRLRRSLPPGLLRRVSSTWTTTTSATGLPTLEPAPVRRDRSTSIKLQEAPSSSPDSWNNPVMMTLTKSRSFTSSYAISAANHVKAKKQSRPGALAKISPLSSPCSSPLQGTPASSLVSKISAVQFPESADTTAKQSLGSHRALTYTQSAPDLSPQILTPPVICSSCGRPYSQGNPADEPLERSGVATRTPSRTDDTAQVTSDYETNNNSDSSDIVQNEDETECLREPLRKASACSTYAPETMMFLDKPILAPEPLVMDNLDSIMEQLNTWNFPIFDLVENIGRKCGRILSQVSYRLFEDMGLFEAFKIPIREFMNYFHALEIGYRDIPYHNRIHATDVLHAVWYLTTQPIPGLSTVINDHGSTSDSDSDSGFTHGHMGYVFSKTYNVTDDKYGCLSGNIPALELMALYVAAAMHDYDHPGRTNAFLVATSAPQAVLYNDRSVLENHHAAAAWNLFMSRPEYNFLI.... The pIC50 is 7.2. (2) The drug is O=C(O)COc1ccc2sc(CNc3nncc(-c4c(Cl)cccc4Cl)n3)nc2c1. The target protein sequence is MNTLREVVPVPREQLARSRVLVVGDVMLDRYWFGNVDRISPEAPVPVVHVQRQEERLGGAANVARNAVTLGGQAGLLCVVGCDEPGERIVELLGSSGVTPHLERDPALPTTIKLRVLARQQQLLRVDFEAMPTHEVLLAGLARFDVLLPQHDVVLMSDYAKGGLTHVTTMIEKARAAGKAVLVDPKGDDWARYRGASLITPNRAELREVVGQWKSEDDLRARVANLRAELDIDALLLTRSEEGMTLFSAGGELHAPALAREVFDVSGAGDTVIATVATMLGAGVPLVDAVVLANRAAGIVVGKLGTATVDYDELFH. The pIC50 is 6.6. (3) The compound is CC[C@H](C)[C@@H]1NC(=O)[C@H](CCCN=C(N)N)NC(=O)[C@H](CC(=O)O)NC(=O)[C@H]([C@@H](C)CC)NC(=O)[C@H](CCCN=C(N)N)NC(=O)CNC(=O)CNC(=O)[C@H](Cc2ccccc2)NC(=O)[C@@H](NC(=O)[C@H](CO)NC(=O)[C@H](CO)NC(=O)[C@H](CCCN=C(N)N)NC(=O)[C@H](CC(C)C)NC(=O)[C@@H](N)CO)CSSC[C@@H](C(=O)N[C@@H](CC(N)=O)C(=O)N[C@@H](CO)C(=O)N[C@@H](Cc2ccccc2)C(=O)N[C@@H](CCCN=C(N)N)C(=O)N[C@@H](Cc2ccc(O)cc2)C(=O)O)NC(=O)CNC(=O)[C@H](CC(C)C)NC(=O)CNC(=O)[C@H](CO)NC(=O)[C@H](CCC(N)=O)NC(=O)[C@H](C)NC(=O)CNC1=O. The target protein (P46197) has sequence MALPSLLLVVAALAGGVRPPGARNLTLAVVLPEHNLSYAWAWPRVGPAVALAMEALGRALPVDLRFVSSELDGACSEYLAPLRAVDLKLYHDPDLLLGPGCVYPAASVARFASHWRLPLLTAGAVASGFSAKSEHYRTLVRTGPSAPKLGEFVVMLHGHFNWTARAALLYLDARTDDRPHYFTIEGVFEALQGSNLSVQHQVYAREPGGPEQATHFIRANGRIVYICGPLEMLHEILLQAQRENLTNGDYVFFYLDVFGESLRAGPTRSMGRPWQDNRTREQAQALREAFQTVLVITYREPPNPEYQEFQNRLLIRAREDFGVELAPSLMNLIAGCFYDGILLYAEVLNETIQEGGTREDGLRIVEKMQGRRYRGVTGLVVMDKNNDRETDFVLWAMGDLVSGDFQPAAHYSGAEKQIWWTGRPIPWVKGVPPLDNPPCAFDMDDPSCDKTPLSTLAIVALGTGITFIMFGVSSFLIFRKLMLEKELASMLWRIRWEELQ.... The pIC50 is 9.8. (4) The small molecule is Cc1ncc(-c2ccnc(Nc3ccc(S(C)(=O)=O)cc3)n2)n1C(C)C. The target protein (P30281) has sequence MELLCCEGTRHAPRAGPDPRLLGDQRVLQSLLRLEERYVPRASYFQCVQREIKPHMRKMLAYWMLEVCEEQRCEEEVFPLAMNYLDRYLSCVPTRKAQLQLLGAVCMLLASKLRETTPLTIEKLCIYTDHAVSPRQLRDWEVLVLGKLKWDLAAVIAHDFLAFILHRLSLPRDRQALVKKHAQTFLALCATDYTFAMYPPSMIATGSIGAAVQGLGACSMSGDELTELLAGITGTEVDCLRACQEQIEAALRESLREASQTSSSPAPKAPRGSSSQGPSQTSTPTDVTAIHL. The pIC50 is 7.7. (5) The small molecule is COc1ccc2nc3cc(Cl)ccc3c(Nc3ccc(C(=O)O)c(O)c3)c2c1. The target protein (Q6ZVD8) has sequence MKRNGSRNCLNRRSRFGSRERDWLREDVKRGCVYLYGADTTTATTTTTTSSSSSSSSSSSDLHLVLCTVETPASEICAGEGRESLYLQLHGDLVRRLEPTERPLQIVYDYLSRLGFDDPVRIQEEATNPDLGCMIRFYGEKPCHMDRLDRILLSGIYNVRKGKTQLHKWAERLVVLCGTCLIVSSVKDCQTGKMHILPLVGGKIEEVKRRQYSLAFSSAGAQAQTYHVSFETLAEYQRWQRQASKVVSQRISTVDLSCYSLEEVPEHLFYSQDITYLNLRHNFMQLERPGGLDTLYKFSQLKGLNLSHNKLGLFPILLCEISTLTELNLSCNGFHDLPSQIGNLLNLQTLCLDGNFLTTLPEELGNLQQLSSLGISFNNFSQIPEVYEKLTMLDRVVMAGNCLEVLNLGVLNRMNHIKHVDLRMNHLKTMVIENLEGNKHITHVDLRDNRLTDLDLSSLCSLEQLHCGRNQLRELTLSGFSLRTLYASSNRLTAVNVYPV.... The pIC50 is 4.5. (6) The drug is C=CC(=O)NC[C@H](NC(=O)NC(C)(C)C)C(=O)N1CC2[C@@H]([C@H]1C(=O)NC(CC1CCC1)C(=O)C(N)=O)C2(C)C. The target protein sequence is APITAYAQQTRGLLGCIITSLTGRDKNQVEGEVQIVSTAAQTFLATCINGVCWTVYHGAGTRTIASPKGPVIQMYTNVDQDLVGWPAPQGARSLTPCTCGSSDLYLVTRHADVIPVRRRGDSRGSLLSPRPISYLKGSSGGPLLCPAGHAVGLFRAAVCTRGVAKAVDFIPVENLETTMRS. The pIC50 is 5.9.